From a dataset of Catalyst prediction with 721,799 reactions and 888 catalyst types from USPTO. Predict which catalyst facilitates the given reaction. (1) Product: [ClH:1].[Cl:1][C:2]1[CH:3]=[CH:4][C:5]([C:8]2[N:9]=[C:10]3[CH:15]=[CH:14][C:13]([B:16]([OH:20])[OH:17])=[CH:12][N:11]3[CH:25]=2)=[CH:6][CH:7]=1. Reactant: [Cl:1][C:2]1[CH:7]=[CH:6][C:5]([C:8]2[N:9]=[C:10]3[CH:15]=[CH:14][C:13]([B:16]4[O:20]C(C)(C)C(C)(C)[O:17]4)=[CH:12][N:11]3[CH:25]=2)=[CH:4][CH:3]=1.Cl. The catalyst class is: 95. (2) Reactant: [CH3:1][N:2]1[CH2:7][CH2:6][N:5]([CH2:8][C:9]2[CH:17]=[CH:16][C:12]([C:13](O)=[O:14])=[CH:11][C:10]=2[C:18]([F:21])([F:20])[F:19])[CH2:4][CH2:3]1.CN(C(ON1N=NC2C=CC=NC1=2)=[N+](C)C)C.F[P-](F)(F)(F)(F)F.[CH3:46][O:47][C:48]([C:50]1[NH:75][C:53]2=[N:54][CH:55]=[C:56]([CH2:58][N:59]([C:68]([O:70][C:71]([CH3:74])([CH3:73])[CH3:72])=[O:69])[CH2:60][C:61]3[CH:66]=[CH:65][CH:64]=[C:63]([NH2:67])[CH:62]=3)[CH:57]=[C:52]2[CH:51]=1)=[O:49].CCN(C(C)C)C(C)C. Product: [CH3:46][O:47][C:48]([C:50]1[NH:75][C:53]2=[N:54][CH:55]=[C:56]([CH2:58][N:59]([C:68]([O:70][C:71]([CH3:72])([CH3:74])[CH3:73])=[O:69])[CH2:60][C:61]3[CH:66]=[CH:65][CH:64]=[C:63]([NH:67][C:13](=[O:14])[C:12]4[CH:16]=[CH:17][C:9]([CH2:8][N:5]5[CH2:4][CH2:3][N:2]([CH3:1])[CH2:7][CH2:6]5)=[C:10]([C:18]([F:21])([F:19])[F:20])[CH:11]=4)[CH:62]=3)[CH:57]=[C:52]2[CH:51]=1)=[O:49]. The catalyst class is: 3. (3) Reactant: [Cl:1][C:2]1[CH:7]=[CH:6][CH:5]=[CH:4][C:3]=1[C:8]([C:11]1[CH:16]=[CH:15][CH:14]=[CH:13][C:12]=1[Cl:17])=[N:9]O.N.C([O-])(=O)C.[NH4+]. Product: [Cl:1][C:2]1[CH:7]=[CH:6][CH:5]=[CH:4][C:3]=1[CH:8]([C:11]1[CH:16]=[CH:15][CH:14]=[CH:13][C:12]=1[Cl:17])[NH2:9]. The catalyst class is: 490. (4) Reactant: [OH-].[Li+].[CH2:3]([O:7][C:8]1[CH:9]=[C:10]([CH2:28][CH2:29][C:30]([O:32]C)=[O:31])[CH:11]=[CH:12][C:13]=1[CH2:14][CH2:15][CH2:16][C:17]1[CH:22]=[CH:21][C:20]([O:23][CH2:24][CH3:25])=[C:19]([O:26][CH3:27])[CH:18]=1)[CH2:4][CH2:5][CH3:6]. Product: [CH2:3]([O:7][C:8]1[CH:9]=[C:10]([CH2:28][CH2:29][C:30]([OH:32])=[O:31])[CH:11]=[CH:12][C:13]=1[CH2:14][CH2:15][CH2:16][C:17]1[CH:22]=[CH:21][C:20]([O:23][CH2:24][CH3:25])=[C:19]([O:26][CH3:27])[CH:18]=1)[CH2:4][CH2:5][CH3:6]. The catalyst class is: 7. (5) Reactant: Br[C:2]1[N:6]2[CH:7]=[CH:8][N:9]=[C:10]([S:11][CH3:12])[C:5]2=[N:4][CH:3]=1.C(=O)([O-])[O-].[K+].[K+].[CH:19]1([NH:22][C:23]([C:25]2[CH:30]=[CH:29][C:28](B(O)O)=[CH:27][CH:26]=2)=[O:24])[CH2:21][CH2:20]1. Product: [CH:19]1([NH:22][C:23](=[O:24])[C:25]2[CH:30]=[CH:29][C:28]([C:2]3[N:6]4[CH:7]=[CH:8][N:9]=[C:10]([S:11][CH3:12])[C:5]4=[N:4][CH:3]=3)=[CH:27][CH:26]=2)[CH2:20][CH2:21]1. The catalyst class is: 450. (6) Reactant: [CH3:1][O:2][CH2:3][C:4]1[CH:5]=[C:6]([CH:11]=[CH:12][C:13]=1[C:14]1[CH:15]=[C:16]2[C:21](=[C:22]([O:24][CH2:25][O:26][CH2:27][CH2:28][Si:29]([CH3:32])([CH3:31])[CH3:30])[CH:23]=1)[N:20]=[CH:19][N:18]([CH2:33][O:34][CH2:35][CH2:36][Si:37]([CH3:40])([CH3:39])[CH3:38])[C:17]2=[O:41])[C:7]([O:9]C)=[O:8].[OH-].[Li+]. Product: [CH3:1][O:2][CH2:3][C:4]1[CH:5]=[C:6]([CH:11]=[CH:12][C:13]=1[C:14]1[CH:15]=[C:16]2[C:21](=[C:22]([O:24][CH2:25][O:26][CH2:27][CH2:28][Si:29]([CH3:30])([CH3:31])[CH3:32])[CH:23]=1)[N:20]=[CH:19][N:18]([CH2:33][O:34][CH2:35][CH2:36][Si:37]([CH3:40])([CH3:39])[CH3:38])[C:17]2=[O:41])[C:7]([OH:9])=[O:8]. The catalyst class is: 83.